From a dataset of Full USPTO retrosynthesis dataset with 1.9M reactions from patents (1976-2016). Predict the reactants needed to synthesize the given product. Given the product [C:10]1([C:20]([O:35]/[N:36]=[C:37](/[C:39]2[CH:47]=[CH:46][C:42]3[O:43][CH2:44][O:45][C:41]=3[CH:40]=2)\[NH2:38])=[O:21])[C:19]2[C:14](=[CH:15][CH:16]=[CH:17][CH:18]=2)[CH:13]=[CH:12][CH:11]=1, predict the reactants needed to synthesize it. The reactants are: C(N(C(C)C)CC)(C)C.[C:10]1([C:20](Cl)=[O:21])[C:19]2[C:14](=[CH:15][CH:16]=[CH:17][CH:18]=2)[CH:13]=[CH:12][CH:11]=1.CC1C=C(C)C=C(C)C=1C(Cl)=O.[OH:35]/[N:36]=[C:37](/[C:39]1[CH:47]=[CH:46][C:42]2[O:43][CH2:44][O:45][C:41]=2[CH:40]=1)\[NH2:38].